From a dataset of Full USPTO retrosynthesis dataset with 1.9M reactions from patents (1976-2016). Predict the reactants needed to synthesize the given product. (1) Given the product [F:24][C:25]1[C:30]([C:2]2[CH:3]=[CH:4][C:5]3[O:14][CH2:13][CH2:12][C:11]4[S:10][C:9]([C:15]5[N:16]([CH:20]([CH3:22])[CH3:21])[N:17]=[CH:18][N:19]=5)=[N:8][C:7]=4[C:6]=3[CH:23]=2)=[CH:29][CH:28]=[CH:27][N:26]=1, predict the reactants needed to synthesize it. The reactants are: Br[C:2]1[CH:3]=[CH:4][C:5]2[O:14][CH2:13][CH2:12][C:11]3[S:10][C:9]([C:15]4[N:16]([CH:20]([CH3:22])[CH3:21])[N:17]=[CH:18][N:19]=4)=[N:8][C:7]=3[C:6]=2[CH:23]=1.[F:24][C:25]1[C:30](B(O)O)=[CH:29][CH:28]=[CH:27][N:26]=1. (2) Given the product [C:36]([C:26]1[CH:25]=[C:24]([NH:23][C:21](=[O:22])[NH:20][C:13]2[C:14]3[C:19](=[CH:18][CH:17]=[CH:16][CH:15]=3)[C:10]([O:9][CH2:8][C:7]3[CH:6]=[CH:5][N:4]=[CH:3][C:2]=3[NH:1][C:55](=[O:56])[CH2:54][O:53][CH2:52][CH2:51][O:50][CH3:49])=[CH:11][CH:12]=2)[N:28]([C:29]2[CH:30]=[CH:31][C:32]([CH3:35])=[CH:33][CH:34]=2)[N:27]=1)([CH3:39])([CH3:38])[CH3:37], predict the reactants needed to synthesize it. The reactants are: [NH2:1][C:2]1[CH:3]=[N:4][CH:5]=[CH:6][C:7]=1[CH2:8][O:9][C:10]1[C:19]2[C:14](=[CH:15][CH:16]=[CH:17][CH:18]=2)[C:13]([NH:20][C:21]([NH:23][C:24]2[N:28]([C:29]3[CH:34]=[CH:33][C:32]([CH3:35])=[CH:31][CH:30]=3)[N:27]=[C:26]([C:36]([CH3:39])([CH3:38])[CH3:37])[CH:25]=2)=[O:22])=[CH:12][CH:11]=1.CCN(C(C)C)C(C)C.[CH3:49][O:50][CH2:51][CH2:52][O:53][CH2:54][C:55](Cl)=[O:56].